This data is from Reaction yield outcomes from USPTO patents with 853,638 reactions. The task is: Predict the reaction yield, written as a fraction of the theoretical maximum amount of product (1.0 means a 100% yield; for example, 0.34 means a 34% yield). (1) The reactants are [N+:1]([C:4]1[CH:9]=[CH:8][C:7]([SH:10])=[CH:6][CH:5]=1)([O-:3])=[O:2].C(=O)([O-])[O-].[K+].[K+].Br[CH2:18][CH2:19][CH2:20][C:21]([O:23][CH2:24][CH3:25])=[O:22]. The catalyst is CC(C)=O. The product is [N+:1]([C:4]1[CH:9]=[CH:8][C:7]([S:10][CH2:18][CH2:19][CH2:20][C:21]([O:23][CH2:24][CH3:25])=[O:22])=[CH:6][CH:5]=1)([O-:3])=[O:2]. The yield is 0.920. (2) The reactants are [Cl:1][C:2]1[CH:7]=[CH:6][C:5]([Cl:8])=[CH:4][C:3]=1I.C([Li])(C)(C)C.CCCCC.[N:20]1[C:27]([Cl:28])=[N:26][C:24](Cl)=[N:23][C:21]=1[Cl:22]. The catalyst is O1CCCC1.CN(C)P(N(C)C)(N(C)C)=O. The product is [Cl:22][C:21]1[N:20]=[C:27]([Cl:28])[N:26]=[C:24]([C:3]2[CH:4]=[C:5]([Cl:8])[CH:6]=[CH:7][C:2]=2[Cl:1])[N:23]=1. The yield is 0.590. (3) The reactants are [Cl:1][C:2]1[CH:3]=[CH:4][C:5]([C:12]#[CH:13])=[C:6]([CH:11]=1)[C:7]([O:9][CH3:10])=[O:8]. The catalyst is CC(OC)(C)C.[Pd]. The product is [Cl:1][C:2]1[CH:3]=[CH:4][C:5]([CH2:12][CH3:13])=[C:6]([CH:11]=1)[C:7]([O:9][CH3:10])=[O:8]. The yield is 0.740. (4) The reactants are [Cl:1][C:2]1[CH:7]=[CH:6][C:5]([C@@H:8]2[CH2:12][NH:11][CH2:10][C@H:9]2[C:13]([O:15][CH3:16])=[O:14])=[CH:4][CH:3]=1.CCN(C(C)C)C(C)C.Br[C:27]1[S:28][CH:29]=[CH:30][N:31]=1. The catalyst is O1CCOCC1. The product is [Cl:1][C:2]1[CH:7]=[CH:6][C:5]([C@@H:8]2[CH2:12][N:11]([C:27]3[S:28][CH:29]=[CH:30][N:31]=3)[CH2:10][C@H:9]2[C:13]([O:15][CH3:16])=[O:14])=[CH:4][CH:3]=1. The yield is 0.250. (5) The reactants are [Cl:1][C:2]1[CH:3]=[C:4]([CH:12]([CH2:16][CH:17]2[CH2:21][CH2:20][C:19](=[O:22])[CH2:18]2)[C:13]([OH:15])=O)[CH:5]=[CH:6][C:7]=1[S:8]([CH3:11])(=[O:10])=[O:9].C(Cl)(=O)C(Cl)=O.[NH2:29][C:30]1[CH:35]=[N:34][C:33]([Br:36])=[CH:32][N:31]=1.N1C=CC=CC=1. The product is [Br:36][C:33]1[N:34]=[CH:35][C:30]([NH:29][C:13](=[O:15])[CH:12]([C:4]2[CH:5]=[CH:6][C:7]([S:8]([CH3:11])(=[O:10])=[O:9])=[C:2]([Cl:1])[CH:3]=2)[CH2:16][CH:17]2[CH2:21][CH2:20][C:19](=[O:22])[CH2:18]2)=[N:31][CH:32]=1. The yield is 0.410. The catalyst is CN(C)C=O.C(Cl)Cl. (6) The reactants are [CH3:1][C:2]1[O:3][C:4]2[C:13]3[C:12](=[CH:14][CH2:15][NH:16][C:17](=[O:19])[CH3:18])[CH2:11][CH2:10][C:9]=3[CH:8]=[CH:7][C:5]=2[N:6]=1. The catalyst is CO.[C].[Pd]. The product is [CH3:1][C:2]1[O:3][C:4]2[C:13]3[CH:12]([CH2:14][CH2:15][NH:16][C:17](=[O:19])[CH3:18])[CH2:11][CH2:10][C:9]=3[CH:8]=[CH:7][C:5]=2[N:6]=1. The yield is 0.890.